Dataset: Catalyst prediction with 721,799 reactions and 888 catalyst types from USPTO. Task: Predict which catalyst facilitates the given reaction. (1) Reactant: [Si]([O:8][CH2:9][C:10]1[N:11]=[C:12]([C:16]2[CH:17]=[C:18]([CH:42]=[CH:43][CH:44]=2)[CH2:19][O:20][C:21]2[C:26]3[CH:27]=[C:28]([C:30]4[N:31]=[C:32]5[N:36]([CH:37]=4)[N:35]=[C:34]([O:38][CH3:39])[S:33]5)[O:29][C:25]=3[CH:24]=[C:23]([O:40][CH3:41])[CH:22]=2)[S:13][C:14]=1[CH3:15])(C(C)(C)C)(C)C.F.F.F.C(N(CC)CC)C. Product: [CH3:41][O:40][C:23]1[CH:22]=[C:21]([O:20][CH2:19][C:18]2[CH:17]=[C:16]([C:12]3[S:13][C:14]([CH3:15])=[C:10]([CH2:9][OH:8])[N:11]=3)[CH:44]=[CH:43][CH:42]=2)[C:26]2[CH:27]=[C:28]([C:30]3[N:31]=[C:32]4[N:36]([CH:37]=3)[N:35]=[C:34]([O:38][CH3:39])[S:33]4)[O:29][C:25]=2[CH:24]=1. The catalyst class is: 7. (2) Reactant: [C:1]([C:3]1[C:25](F)=[CH:24][CH:23]=[CH:22][C:4]=1[O:5][CH2:6][C:7]1([C:14]([NH:16][CH:17]2[CH2:21][CH2:20][CH2:19][CH2:18]2)=[O:15])[CH2:12][CH2:11][CH2:10][NH:9][C:8]1=[O:13])#[N:2].[OH-].[NH4+:28]. Product: [NH2:28][C:25]1[C:3]([C:1]#[N:2])=[C:4]([CH:22]=[CH:23][CH:24]=1)[O:5][CH2:6][C:7]1([C:14]([NH:16][CH:17]2[CH2:21][CH2:20][CH2:19][CH2:18]2)=[O:15])[CH2:12][CH2:11][CH2:10][NH:9][C:8]1=[O:13]. The catalyst class is: 32. (3) Reactant: [OH-].[Na+].[CH2:3]([N:10]1[CH2:19][CH2:18][CH2:17][C:11]21[O:16][CH2:15][CH2:14][NH:13][CH2:12]2)[C:4]1[CH:9]=[CH:8][CH:7]=[CH:6][CH:5]=1.[C:20](O[C:20]([O:21][C:22]([CH3:25])([CH3:24])[CH3:23])=[O:26])(=[O:26])[O:21][C:22]([CH3:25])([CH3:24])[CH3:23]. Product: [CH2:3]([N:10]1[CH2:19][CH2:18][CH2:17][C:11]21[O:16][CH2:15][CH2:14][N:13]([C:20]([O:21][C:22]([CH3:25])([CH3:24])[CH3:23])=[O:26])[CH2:12]2)[C:4]1[CH:9]=[CH:8][CH:7]=[CH:6][CH:5]=1. The catalyst class is: 878. (4) Reactant: [CH3:1][C:2]([C:4]1[CH:5]=[CH:6][C:7]([OH:10])=[CH:8][CH:9]=1)=[O:3].[CH2:11]1[O:21][C:20]2[CH:19]=[CH:18][C:15]([CH:16]=O)=[CH:14][C:13]=2[O:12]1.[OH-].[Na+]. Product: [OH:10][C:7]1[CH:8]=[CH:9][C:4]([C:2](=[O:3])[CH:1]=[CH:16][C:15]2[CH:18]=[CH:19][C:20]3[O:21][CH2:11][O:12][C:13]=3[CH:14]=2)=[CH:5][CH:6]=1. The catalyst class is: 5. (5) Reactant: [F:1][C:2]([F:9])([CH3:8])/[CH:3]=[CH:4]/[C:5]([OH:7])=O.C(Cl)(=O)C(Cl)=O.[CH2:16]([O:18][C:19]1[CH:24]=[CH:23][N:22]=[C:21]([NH:25][CH2:26][CH2:27][NH2:28])[CH:20]=1)[CH3:17].C(N(C(C)C)CC)(C)C. Product: [CH2:16]([O:18][C:19]1[CH:24]=[CH:23][N:22]=[C:21]([NH:25][CH2:26][CH2:27][NH:28][C:5](=[O:7])/[CH:4]=[CH:3]/[C:2]([F:1])([F:9])[CH3:8])[CH:20]=1)[CH3:17]. The catalyst class is: 4. (6) Reactant: [NH2:1][C:2]1[C:3]([C:12]([NH:14][C:15]2([C:21]([O:23]C)=[O:22])[CH2:20][CH2:19][CH2:18][CH2:17][CH2:16]2)=[O:13])=[CH:4][C:5]2[C:10]([CH:11]=1)=[CH:9][CH:8]=[CH:7][CH:6]=2.CO.[OH-].[Na+].Cl. Product: [NH2:1][C:2]1[C:3]([C:12]([NH:14][C:15]2([C:21]([OH:23])=[O:22])[CH2:20][CH2:19][CH2:18][CH2:17][CH2:16]2)=[O:13])=[CH:4][C:5]2[C:10]([CH:11]=1)=[CH:9][CH:8]=[CH:7][CH:6]=2. The catalyst class is: 20.